From a dataset of Catalyst prediction with 721,799 reactions and 888 catalyst types from USPTO. Predict which catalyst facilitates the given reaction. (1) Reactant: [Cl:1][CH2:2][CH2:3][S:4](Cl)(=[O:6])=[O:5].[CH:8]1([C@H:11]([NH2:33])[C:12]([N:14]2[CH2:18][C:17]([C:19]3[CH:24]=[C:23]([F:25])[CH:22]=[CH:21][C:20]=3[F:26])=[CH:16][C@H:15]2[C:27]2[CH:32]=[CH:31][CH:30]=[CH:29][CH:28]=2)=[O:13])[CH2:10][CH2:9]1.C(N(CC)C(C)C)(C)C. Product: [Cl:1][CH2:2][CH2:3][S:4]([NH:33][C@@H:11]([CH:8]1[CH2:10][CH2:9]1)[C:12]([N:14]1[CH2:18][C:17]([C:19]2[CH:24]=[C:23]([F:25])[CH:22]=[CH:21][C:20]=2[F:26])=[CH:16][C@H:15]1[C:27]1[CH:32]=[CH:31][CH:30]=[CH:29][CH:28]=1)=[O:13])(=[O:6])=[O:5]. The catalyst class is: 4. (2) Reactant: C([O:8][C:9]1[CH:14]=[CH:13][C:12]([N:15]2[C:19]3=[N:20][CH:21]=[CH:22][C:23]([CH3:24])=[C:18]3[N:17]([CH:25]([CH3:27])[CH3:26])[C:16]2=[O:28])=[CH:11][CH:10]=1)C1C=CC=CC=1. Product: [OH:8][C:9]1[CH:10]=[CH:11][C:12]([N:15]2[C:19]3=[N:20][CH:21]=[CH:22][C:23]([CH3:24])=[C:18]3[N:17]([CH:25]([CH3:26])[CH3:27])[C:16]2=[O:28])=[CH:13][CH:14]=1. The catalyst class is: 50. (3) Reactant: [C:1](Cl)(Cl)=[O:2].C1(C)C=CC=CC=1.[S:12]1[CH:16]=[CH:15][C:14]([CH2:17][CH:18]([NH2:21])[CH2:19][CH3:20])=[CH:13]1. Product: [N:21]([CH:18]([CH2:19][CH3:20])[CH2:17][C:14]1[CH:15]=[CH:16][S:12][CH:13]=1)=[C:1]=[O:2]. The catalyst class is: 7. (4) Reactant: [F:1][C:2]1[CH:22]=[CH:21][C:5]([CH2:6][CH:7]2[C:16]3[C:11](=[CH:12][C:13]([O:19][CH3:20])=[C:14]([O:17][CH3:18])[CH:15]=3)[CH2:10][CH2:9][NH:8]2)=[CH:4][CH:3]=1.Cl[CH2:24][CH2:25][NH:26][C:27]([NH:29][C:30]1[C:39]2[C:34](=[CH:35][CH:36]=[CH:37][CH:38]=2)[N:33]=[C:32]([CH3:40])[CH:31]=1)=[O:28].C([O-])(O)=O.[Na+].N[C@H](C(O)=O)CC1C=C2C(C=CC=C2)=CC=1. Product: [F:1][C:2]1[CH:3]=[CH:4][C:5]([CH2:6][CH:7]2[C:16]3[C:11](=[CH:12][C:13]([O:19][CH3:20])=[C:14]([O:17][CH3:18])[CH:15]=3)[CH2:10][CH2:9][N:8]2[CH2:24][CH2:25][NH:26][C:27]([NH:29][C:30]2[C:39]3[C:34](=[CH:35][CH:36]=[CH:37][CH:38]=3)[N:33]=[C:32]([CH3:40])[CH:31]=2)=[O:28])=[CH:21][CH:22]=1. The catalyst class is: 1. (5) Reactant: [C:1]([C:3]1[CH:4]=[C:5]([CH:35]=[CH:36][CH:37]=1)[CH2:6][O:7][CH2:8][CH2:9][O:10][C:11]1[CH:16]=[CH:15][C:14]([CH2:17][CH2:18][NH:19][CH2:20][C@@H:21]([C:23]2[CH:24]=[CH:25][C:26]([OH:34])=[C:27]([NH:29][S:30]([CH3:33])(=[O:32])=[O:31])[CH:28]=2)[OH:22])=[CH:13][CH:12]=1)#[N:2].C[Si](C)(C)[O-:40].[K+]. Product: [OH:22][C@H:21]([C:23]1[CH:24]=[CH:25][C:26]([OH:34])=[C:27]([NH:29][S:30]([CH3:33])(=[O:31])=[O:32])[CH:28]=1)[CH2:20][NH:19][CH2:18][CH2:17][C:14]1[CH:13]=[CH:12][C:11]([O:10][CH2:9][CH2:8][O:7][CH2:6][C:5]2[CH:4]=[C:3]([CH:37]=[CH:36][CH:35]=2)[C:1]([NH2:2])=[O:40])=[CH:16][CH:15]=1. The catalyst class is: 1.